This data is from Full USPTO retrosynthesis dataset with 1.9M reactions from patents (1976-2016). The task is: Predict the reactants needed to synthesize the given product. (1) Given the product [ClH:1].[Cl:1][C:2]1[CH:3]=[CH:4][C:5]([O:26][CH2:27][C:28]2[CH:33]=[CH:32][CH:31]=[CH:30][CH:29]=2)=[C:6]([CH2:8][N:9]2[C:13]([CH3:14])=[CH:12][C:11]([C:15]([NH:17][C:18]3[CH:23]=[CH:22][C:21]([CH2:24][N:34]4[CH2:39][CH2:38][NH:37][CH2:36][CH2:35]4)=[CH:20][CH:19]=3)=[O:16])=[N:10]2)[CH:7]=1, predict the reactants needed to synthesize it. The reactants are: [Cl:1][C:2]1[CH:3]=[CH:4][C:5]([O:26][CH2:27][C:28]2[CH:33]=[CH:32][CH:31]=[CH:30][CH:29]=2)=[C:6]([CH2:8][N:9]2[C:13]([CH3:14])=[CH:12][C:11]([C:15]([NH:17][C:18]3[CH:23]=[CH:22][C:21]([CH:24]=O)=[CH:20][CH:19]=3)=[O:16])=[N:10]2)[CH:7]=1.[N:34]1(C(OC(C)(C)C)=O)[CH2:39][CH2:38][NH:37][CH2:36][CH2:35]1.C(O)(=O)C.C(O[BH-](OC(=O)C)OC(=O)C)(=O)C.[Na+]. (2) Given the product [Cl:1][C:2]1[CH:11]=[CH:10][C:9]2[C:4](=[CH:5][CH:6]=[C:7]([O:12][CH:14]3[CH2:15][CH2:16][CH2:17][CH2:18][O:13]3)[CH:8]=2)[N:3]=1, predict the reactants needed to synthesize it. The reactants are: [Cl:1][C:2]1[CH:11]=[CH:10][C:9]2[C:4](=[CH:5][CH:6]=[C:7]([OH:12])[CH:8]=2)[N:3]=1.[O:13]1[CH:18]=[CH:17][CH2:16][CH2:15][CH2:14]1.C1(C)C=CC(S(O)(=O)=O)=CC=1.[OH-].[Na+].